This data is from Retrosynthesis with 50K atom-mapped reactions and 10 reaction types from USPTO. The task is: Predict the reactants needed to synthesize the given product. (1) Given the product C[Si](C)(C)c1cc(C(=O)Nc2ccc(CCC(=O)O)cc2)cc([Si](C)(C)C)c1, predict the reactants needed to synthesize it. The reactants are: C[Si](C)(C)c1cc(C(=O)Nc2ccc(C=CC(=O)O)cc2)cc([Si](C)(C)C)c1. (2) Given the product O=C1CN(S(=O)(=O)c2ccc(Cl)nc2)CCN1, predict the reactants needed to synthesize it. The reactants are: O=C1CNCCN1.O=S(=O)(Cl)c1ccc(Cl)nc1. (3) Given the product CC(C)CN(c1cccc(C(O)(C#CCNC(C)C)C(F)(F)F)c1)S(=O)(=O)c1ccccc1, predict the reactants needed to synthesize it. The reactants are: CC(C)CN(c1cccc(C(O)(C#CC=O)C(F)(F)F)c1)S(=O)(=O)c1ccccc1.CC(C)N. (4) Given the product CCOC(=O)c1cn(C2CC2)c2c(F)c(Cl)c(F)c(N)c2c1=O, predict the reactants needed to synthesize it. The reactants are: CCOC(=O)c1cn(C2CC2)c2c(F)c(Cl)c(F)c(NCc3ccccc3)c2c1=O. (5) Given the product CCCCNc1cc(C(=O)OC)ccc1N, predict the reactants needed to synthesize it. The reactants are: CCCCNc1cc(C(=O)OC)ccc1[N+](=O)[O-].